Dataset: Catalyst prediction with 721,799 reactions and 888 catalyst types from USPTO. Task: Predict which catalyst facilitates the given reaction. (1) Reactant: [Si]([O:8][C:9]1[C:10]([F:49])=[C:11]([CH:17]([C:19]2[N:20]([C:30]([C:43]3[CH:48]=[CH:47][CH:46]=[CH:45][CH:44]=3)([C:37]3[CH:42]=[CH:41][CH:40]=[CH:39][CH:38]=3)[C:31]3[CH:36]=[CH:35][CH:34]=[CH:33][CH:32]=3)[CH:21]=[C:22]([C:24]3[CH:29]=[CH:28][CH:27]=[CH:26][CH:25]=3)[N:23]=2)[OH:18])[CH:12]=[C:13]([CH2:15][CH3:16])[CH:14]=1)(C(C)(C)C)(C)C.CCCC[N+](CCCC)(CCCC)CCCC.[F-]. Product: [CH2:15]([C:13]1[CH:12]=[C:11]([CH:17]([OH:18])[C:19]2[N:20]([C:30]([C:43]3[CH:44]=[CH:45][CH:46]=[CH:47][CH:48]=3)([C:37]3[CH:38]=[CH:39][CH:40]=[CH:41][CH:42]=3)[C:31]3[CH:36]=[CH:35][CH:34]=[CH:33][CH:32]=3)[CH:21]=[C:22]([C:24]3[CH:29]=[CH:28][CH:27]=[CH:26][CH:25]=3)[N:23]=2)[C:10]([F:49])=[C:9]([OH:8])[CH:14]=1)[CH3:16]. The catalyst class is: 49. (2) Reactant: Cl.[NH2:2][OH:3].C([O-])(=O)C.[Na+].[Cl:9][C:10]1[CH:11]=[C:12]([CH:29]=O)[C:13]2[O:18][CH:17]([C:19]([F:22])([F:21])[F:20])[C:16]([C:23]([O:25][CH2:26][CH3:27])=[O:24])=[CH:15][C:14]=2[CH:28]=1. Product: [Cl:9][C:10]1[CH:11]=[C:12]([CH:29]=[N:2][OH:3])[C:13]2[O:18][CH:17]([C:19]([F:22])([F:21])[F:20])[C:16]([C:23]([O:25][CH2:26][CH3:27])=[O:24])=[CH:15][C:14]=2[CH:28]=1. The catalyst class is: 40. (3) Reactant: C[Mg]I.C([O:6][CH2:7][CH3:8])C.[CH2:9](OCC)C.[Br:14][C:15]1[N:20]=[C:19]([C:21](C)([CH3:27])[C:22](OCC)=O)[CH:18]=[CH:17][CH:16]=1.P(=O)(O)(O)O. Product: [Br:14][C:15]1[N:20]=[C:19]([C:21]([CH3:22])([CH3:27])[C:7]([CH3:8])([OH:6])[CH3:9])[CH:18]=[CH:17][CH:16]=1. The catalyst class is: 6.